This data is from Catalyst prediction with 721,799 reactions and 888 catalyst types from USPTO. The task is: Predict which catalyst facilitates the given reaction. (1) Reactant: [N+:1]([C:4]1[CH:12]=[C:11]2[C:7]([CH:8]=[N:9][NH:10]2)=[CH:6][CH:5]=1)([O-:3])=[O:2].C(=O)([O-])[O-].[K+].[K+].Cl.Cl[CH2:21][CH2:22][N:23]1[CH2:27][CH2:26][CH2:25][CH2:24]1. Product: [N+:1]([C:4]1[CH:5]=[CH:6][C:7]2[C:11]([CH:12]=1)=[N:10][N:9]([CH2:21][CH2:22][N:23]1[CH2:27][CH2:26][CH2:25][CH2:24]1)[CH:8]=2)([O-:3])=[O:2]. The catalyst class is: 9. (2) Reactant: I[C:2]1[C-:3]([N:7]([CH3:9])[CH3:8])[CH:4]=[CH:5][CH:6]=1.[CH-:10]1[CH:14]=[CH:13][CH:12]=[CH:11]1.[Fe+2:15].[C:16]1(B(O)O)[CH:21]=[CH:20][CH:19]=[CH:18][CH:17]=1.[OH-].[Na+]. Product: [CH3:16][C:17]1[CH:10]=[C:14]([C:2]2[C-:3]([N:7]([CH3:9])[CH3:8])[CH:4]=[CH:5][CH:6]=2)[CH:13]=[CH:12][CH:11]=1.[CH-:18]1[CH:19]=[CH:20][CH:21]=[CH:16]1.[Fe+2:15]. The catalyst class is: 276. (3) Reactant: CC(C)([O-])C.[K+].[Cl:7][C:8]1[CH:9]=[C:10](/[CH:19]=[C:20](/[C:22]2[CH:26]=[C:25]([CH3:27])[NH:24][N:23]=2)\[F:21])[CH:11]=[CH:12][C:13]=1[O:14][C:15]([F:18])([F:17])[F:16].Cl[CH2:29][C:30]1[CH:35]=[CH:34][N:33]=[C:32]([N:36]2[CH2:41][CH2:40][N:39]([CH:42]3[CH2:44][CH2:43]3)[CH2:38][CH2:37]2)[CH:31]=1.O. Product: [Cl:7][C:8]1[CH:9]=[C:10](/[CH:19]=[C:20](/[C:22]2[CH:26]=[C:25]([CH3:27])[N:24]([CH2:29][C:30]3[CH:35]=[CH:34][N:33]=[C:32]([N:36]4[CH2:37][CH2:38][N:39]([CH:42]5[CH2:43][CH2:44]5)[CH2:40][CH2:41]4)[CH:31]=3)[N:23]=2)\[F:21])[CH:11]=[CH:12][C:13]=1[O:14][C:15]([F:16])([F:17])[F:18]. The catalyst class is: 1.